The task is: Predict the reactants needed to synthesize the given product.. This data is from Full USPTO retrosynthesis dataset with 1.9M reactions from patents (1976-2016). (1) Given the product [F:17][C:15]([F:16])([F:18])[C:13]1[CH:12]=[C:11]([C@H:19]2[O:23][C:22](=[O:24])[N:21]([CH2:25][C:26]3[C:31]([C:32]4[CH:33]=[C:34]([C:40]5[C:41]([CH3:51])=[CH:42][C:43]([C:44]([OH:46])=[O:45])=[CH:48][C:49]=5[CH3:50])[CH:35]=[N:36][C:37]=4[O:38][CH3:39])=[CH:30][N:29]=[C:28]([N:1]4[CH2:6][CH2:5][O:4][CH2:3][CH2:2]4)[N:27]=3)[C@H:20]2[CH3:56])[CH:10]=[C:9]([C:8]([F:7])([F:58])[F:57])[CH:14]=1, predict the reactants needed to synthesize it. The reactants are: [NH:1]1[CH2:6][CH2:5][O:4][CH2:3][CH2:2]1.[F:7][C:8]([F:58])([F:57])[C:9]1[CH:10]=[C:11]([C@H:19]2[O:23][C:22](=[O:24])[N:21]([CH2:25][C:26]3[C:31]([C:32]4[CH:33]=[C:34]([C:40]5[C:49]([CH3:50])=[CH:48][C:43]([C:44]([O:46]C)=[O:45])=[CH:42][C:41]=5[CH3:51])[CH:35]=[N:36][C:37]=4[O:38][CH3:39])=[CH:30][N:29]=[C:28](S(C)(=O)=O)[N:27]=3)[C@H:20]2[CH3:56])[CH:12]=[C:13]([C:15]([F:18])([F:17])[F:16])[CH:14]=1. (2) Given the product [F:30][C:29]1[C:5]([C:3]([OH:4])=[O:2])=[CH:6][C:7]2[N:11]=[C:10]([NH:12][C:13]3[S:14][C:15]4[CH:21]=[C:20]([O:22][C:23]([F:26])([F:25])[F:24])[CH:19]=[CH:18][C:16]=4[N:17]=3)[N:9]([CH3:27])[C:8]=2[CH:28]=1, predict the reactants needed to synthesize it. The reactants are: C[O:2][C:3]([C:5]1[C:29]([F:30])=[CH:28][C:8]2[N:9]([CH3:27])[C:10]([NH:12][C:13]3[S:14][C:15]4[CH:21]=[C:20]([O:22][C:23]([F:26])([F:25])[F:24])[CH:19]=[CH:18][C:16]=4[N:17]=3)=[N:11][C:7]=2[CH:6]=1)=[O:4].[OH-].[Li+]. (3) Given the product [CH3:12][C:13]1([CH3:29])[C:17]([CH3:19])([CH3:18])[O:16][B:15]([C:2]2[CH:3]=[C:4]([C:8]([OH:11])([CH3:10])[CH3:9])[CH:5]=[N:6][CH:7]=2)[O:14]1, predict the reactants needed to synthesize it. The reactants are: Br[C:2]1[CH:3]=[C:4]([C:8]([OH:11])([CH3:10])[CH3:9])[CH:5]=[N:6][CH:7]=1.[CH3:12][C:13]1([CH3:29])[C:17]([CH3:19])([CH3:18])[O:16][B:15]([B:15]2[O:16][C:17]([CH3:19])([CH3:18])[C:13]([CH3:29])([CH3:12])[O:14]2)[O:14]1.C([O-])(=O)C.[K+]. (4) Given the product [NH:7]1[C:8]2[C:4](=[CH:3][C:2]([NH:1][C:20]3[C:29]4[C:24](=[CH:25][CH:26]=[CH:27][CH:28]=4)[N:23]=[C:22]([C:30]4[CH:35]=[CH:34][C:33]([C:36]5[CH:37]=[CH:38][CH:39]=[CH:40][CH:41]=5)=[C:32]([F:42])[CH:31]=4)[N:21]=3)=[CH:10][CH:9]=2)[CH:5]=[N:6]1, predict the reactants needed to synthesize it. The reactants are: [NH2:1][C:2]1[CH:3]=[C:4]2[C:8](=[CH:9][CH:10]=1)[NH:7][N:6]=[CH:5]2.CC(C)([O-])C.[K+].C(S[C:20]1[C:29]2[C:24](=[CH:25][CH:26]=[CH:27][CH:28]=2)[N:23]=[C:22]([C:30]2[CH:35]=[CH:34][C:33]([C:36]3[CH:41]=[CH:40][CH:39]=[CH:38][CH:37]=3)=[C:32]([F:42])[CH:31]=2)[N:21]=1)C.CO.ClCCl. (5) Given the product [CH:1]1([C:4]2[N:5]=[C:6]([NH:9][C:10]([C:12]3[C:17]([NH:18][C:21]4[CH:26]=[C:25]([F:27])[CH:24]=[C:23]([F:28])[CH:22]=4)=[CH:16][CH:15]=[C:14]([CH3:19])[N:13]=3)=[O:11])[S:7][CH:8]=2)[CH2:2][CH2:3]1, predict the reactants needed to synthesize it. The reactants are: [CH:1]1([C:4]2[N:5]=[C:6]([NH:9][C:10]([C:12]3[C:17]([NH2:18])=[CH:16][CH:15]=[C:14]([CH3:19])[N:13]=3)=[O:11])[S:7][CH:8]=2)[CH2:3][CH2:2]1.Br[C:21]1[CH:26]=[C:25]([F:27])[CH:24]=[C:23]([F:28])[CH:22]=1.